This data is from Reaction yield outcomes from USPTO patents with 853,638 reactions. The task is: Predict the reaction yield, written as a fraction of the theoretical maximum amount of product (1.0 means a 100% yield; for example, 0.34 means a 34% yield). (1) The reactants are [C:1]([NH:4][C:5]1[C:10]2[O:11][CH2:12][O:13][C:9]=2[C:8]([C:14]([O:16][CH3:17])=[O:15])=[CH:7][CH:6]=1)(=[O:3])[CH3:2].C1C(=O)N([Cl:25])C(=O)C1. The catalyst is C(#N)C. The product is [C:1]([NH:4][C:5]1[C:10]2[O:11][CH2:12][O:13][C:9]=2[C:8]([C:14]([O:16][CH3:17])=[O:15])=[CH:7][C:6]=1[Cl:25])(=[O:3])[CH3:2]. The yield is 0.870. (2) The reactants are [F:1][C:2]([F:16])([F:15])[C:3]1[CH:4]=[C:5]([N:9]2[CH2:14][CH2:13][NH:12][CH2:11][CH2:10]2)[CH:6]=[CH:7][CH:8]=1.[CH3:17][C:18]1[CH:23]=[CH:22][C:21]([S:24](Cl)(=[O:26])=[O:25])=[CH:20][CH:19]=1.C(N(C(C)C)CC)(C)C. The catalyst is ClCCl. The product is [CH3:17][C:18]1[CH:23]=[CH:22][C:21]([S:24]([N:12]2[CH2:13][CH2:14][N:9]([C:5]3[CH:6]=[CH:7][CH:8]=[C:3]([C:2]([F:1])([F:15])[F:16])[CH:4]=3)[CH2:10][CH2:11]2)(=[O:26])=[O:25])=[CH:20][CH:19]=1. The yield is 0.810. (3) The reactants are [CH3:1][N:2]1[C:6]([C:7]2[CH:8]=[C:9]([NH2:23])[CH:10]=[CH:11][C:12]=2[O:13][CH2:14][CH2:15][N:16]2[CH2:22][CH2:21][CH2:20][O:19][CH2:18][CH2:17]2)=[CH:5][CH:4]=[N:3]1.CCN(C(C)C)C(C)C.[F:33][C:34]([F:45])([F:44])[C:35]1[CH:36]=[C:37]([CH:41]=[CH:42][CH:43]=1)[C:38](Cl)=[O:39]. The catalyst is CC(N(C)C)=O.CS(C)=O. The product is [CH3:1][N:2]1[C:6]([C:7]2[CH:8]=[C:9]([NH:23][C:38](=[O:39])[C:37]3[CH:41]=[CH:42][CH:43]=[C:35]([C:34]([F:33])([F:44])[F:45])[CH:36]=3)[CH:10]=[CH:11][C:12]=2[O:13][CH2:14][CH2:15][N:16]2[CH2:22][CH2:21][CH2:20][O:19][CH2:18][CH2:17]2)=[CH:5][CH:4]=[N:3]1. The yield is 0.870.